Dataset: NCI-60 drug combinations with 297,098 pairs across 59 cell lines. Task: Regression. Given two drug SMILES strings and cell line genomic features, predict the synergy score measuring deviation from expected non-interaction effect. (1) Drug 1: CN1CCC(CC1)COC2=C(C=C3C(=C2)N=CN=C3NC4=C(C=C(C=C4)Br)F)OC. Drug 2: C1=NC2=C(N1)C(=S)N=C(N2)N. Cell line: HCC-2998. Synergy scores: CSS=20.4, Synergy_ZIP=2.63, Synergy_Bliss=2.83, Synergy_Loewe=-5.08, Synergy_HSA=3.42. (2) Drug 1: COC1=NC(=NC2=C1N=CN2C3C(C(C(O3)CO)O)O)N. Synergy scores: CSS=-4.61, Synergy_ZIP=-1.74, Synergy_Bliss=-3.18, Synergy_Loewe=-6.36, Synergy_HSA=-6.35. Drug 2: C1=CN(C=N1)CC(O)(P(=O)(O)O)P(=O)(O)O. Cell line: CAKI-1. (3) Drug 1: CCC1=CC2CC(C3=C(CN(C2)C1)C4=CC=CC=C4N3)(C5=C(C=C6C(=C5)C78CCN9C7C(C=CC9)(C(C(C8N6C)(C(=O)OC)O)OC(=O)C)CC)OC)C(=O)OC.C(C(C(=O)O)O)(C(=O)O)O. Drug 2: C1CN(CCN1C(=O)CCBr)C(=O)CCBr. Cell line: HL-60(TB). Synergy scores: CSS=53.4, Synergy_ZIP=1.00, Synergy_Bliss=3.54, Synergy_Loewe=-8.10, Synergy_HSA=2.01.